The task is: Regression. Given two drug SMILES strings and cell line genomic features, predict the synergy score measuring deviation from expected non-interaction effect.. This data is from NCI-60 drug combinations with 297,098 pairs across 59 cell lines. (1) Drug 1: CC1=C(C=C(C=C1)NC2=NC=CC(=N2)N(C)C3=CC4=NN(C(=C4C=C3)C)C)S(=O)(=O)N.Cl. Drug 2: C1CN(P(=O)(OC1)NCCCl)CCCl. Cell line: DU-145. Synergy scores: CSS=-2.61, Synergy_ZIP=1.38, Synergy_Bliss=-1.53, Synergy_Loewe=-2.67, Synergy_HSA=-3.25. (2) Drug 1: CCCS(=O)(=O)NC1=C(C(=C(C=C1)F)C(=O)C2=CNC3=C2C=C(C=N3)C4=CC=C(C=C4)Cl)F. Drug 2: CC=C1C(=O)NC(C(=O)OC2CC(=O)NC(C(=O)NC(CSSCCC=C2)C(=O)N1)C(C)C)C(C)C. Cell line: MDA-MB-231. Synergy scores: CSS=28.6, Synergy_ZIP=1.17, Synergy_Bliss=3.34, Synergy_Loewe=-52.8, Synergy_HSA=1.81. (3) Drug 1: C(CN)CNCCSP(=O)(O)O. Drug 2: CC1C(C(CC(O1)OC2CC(CC3=C2C(=C4C(=C3O)C(=O)C5=CC=CC=C5C4=O)O)(C(=O)C)O)N)O. Cell line: SF-295. Synergy scores: CSS=44.1, Synergy_ZIP=3.73, Synergy_Bliss=5.73, Synergy_Loewe=-22.8, Synergy_HSA=6.01. (4) Drug 1: CN(C)N=NC1=C(NC=N1)C(=O)N. Drug 2: C1CN(CCN1C(=O)CCBr)C(=O)CCBr. Cell line: SNB-75. Synergy scores: CSS=-2.28, Synergy_ZIP=-3.51, Synergy_Bliss=-7.21, Synergy_Loewe=-10.3, Synergy_HSA=-6.82. (5) Synergy scores: CSS=15.0, Synergy_ZIP=-5.24, Synergy_Bliss=-5.45, Synergy_Loewe=-1.56, Synergy_HSA=-0.689. Drug 2: COCCOC1=C(C=C2C(=C1)C(=NC=N2)NC3=CC=CC(=C3)C#C)OCCOC.Cl. Cell line: A498. Drug 1: C1=CC=C(C(=C1)C(C2=CC=C(C=C2)Cl)C(Cl)Cl)Cl. (6) Drug 1: C1CN1C2=NC(=NC(=N2)N3CC3)N4CC4. Drug 2: CC1OCC2C(O1)C(C(C(O2)OC3C4COC(=O)C4C(C5=CC6=C(C=C35)OCO6)C7=CC(=C(C(=C7)OC)O)OC)O)O. Cell line: HOP-62. Synergy scores: CSS=52.3, Synergy_ZIP=3.30, Synergy_Bliss=3.40, Synergy_Loewe=-1.72, Synergy_HSA=5.43. (7) Drug 1: CC1=C(C(=CC=C1)Cl)NC(=O)C2=CN=C(S2)NC3=CC(=NC(=N3)C)N4CCN(CC4)CCO. Drug 2: C1CCC(C(C1)N)N.C(=O)(C(=O)[O-])[O-].[Pt+4]. Cell line: NCI-H322M. Synergy scores: CSS=6.28, Synergy_ZIP=-1.03, Synergy_Bliss=1.63, Synergy_Loewe=0.0553, Synergy_HSA=0.578. (8) Drug 1: C1=C(C(=O)NC(=O)N1)N(CCCl)CCCl. Drug 2: C1=CN(C(=O)N=C1N)C2C(C(C(O2)CO)O)O.Cl. Cell line: LOX IMVI. Synergy scores: CSS=48.7, Synergy_ZIP=-9.08, Synergy_Bliss=-0.0735, Synergy_Loewe=2.68, Synergy_HSA=4.48. (9) Drug 1: CCCS(=O)(=O)NC1=C(C(=C(C=C1)F)C(=O)C2=CNC3=C2C=C(C=N3)C4=CC=C(C=C4)Cl)F. Drug 2: C1C(C(OC1N2C=NC3=C2NC=NCC3O)CO)O. Cell line: SK-OV-3. Synergy scores: CSS=7.32, Synergy_ZIP=-1.42, Synergy_Bliss=2.13, Synergy_Loewe=1.26, Synergy_HSA=1.53.